This data is from Reaction yield outcomes from USPTO patents with 853,638 reactions. The task is: Predict the reaction yield, written as a fraction of the theoretical maximum amount of product (1.0 means a 100% yield; for example, 0.34 means a 34% yield). The reactants are C1COCC1.[CH:6]1([C:9](=[O:12])[CH2:10][CH3:11])[CH2:8][CH2:7]1.[C:13]([O:20][CH2:21][CH3:22])(=[O:19])[C:14]([O:16]CC)=O. The catalyst is C(OCC)C. The product is [CH:6]1([C:9](=[O:12])[CH:10]([CH3:11])[C:14](=[O:16])[C:13]([O:20][CH2:21][CH3:22])=[O:19])[CH2:8][CH2:7]1. The yield is 0.910.